Dataset: Peptide-MHC class I binding affinity with 185,985 pairs from IEDB/IMGT. Task: Regression. Given a peptide amino acid sequence and an MHC pseudo amino acid sequence, predict their binding affinity value. This is MHC class I binding data. (1) The peptide sequence is RQWGMGFLL. The MHC is HLA-B73:01 with pseudo-sequence HLA-B73:01. The binding affinity (normalized) is 0.196. (2) The peptide sequence is AFPTSCHM. The MHC is HLA-A31:01 with pseudo-sequence HLA-A31:01. The binding affinity (normalized) is 0.0852.